This data is from Full USPTO retrosynthesis dataset with 1.9M reactions from patents (1976-2016). The task is: Predict the reactants needed to synthesize the given product. Given the product [CH3:28][C:26]1[N:25]=[C:24]2[C:20]([N:21]=[CH:22][N:23]2[CH:29]2[CH2:34][CH2:33][CH2:32][CH2:31][O:30]2)=[C:19]([C:18]2[C:13]([NH:1][C:2]3[CH:3]=[CH:4][C:5]([NH:6][C:7](=[O:9])[CH3:8])=[CH:10][CH:11]=3)=[N:14][CH:15]=[CH:16][CH:17]=2)[N:27]=1, predict the reactants needed to synthesize it. The reactants are: [NH2:1][C:2]1[CH:11]=[CH:10][C:5]([NH:6][C:7](=[O:9])[CH3:8])=[CH:4][CH:3]=1.F[C:13]1[C:18]([C:19]2[N:27]=[C:26]([CH3:28])[N:25]=[C:24]3[C:20]=2[N:21]=[CH:22][N:23]3[CH:29]2[CH2:34][CH2:33][CH2:32][CH2:31][O:30]2)=[CH:17][CH:16]=[CH:15][N:14]=1.C[Si](N[Si](C)(C)C)(C)C.[Li].